This data is from Catalyst prediction with 721,799 reactions and 888 catalyst types from USPTO. The task is: Predict which catalyst facilitates the given reaction. (1) The catalyst class is: 1. Product: [C:34]([O:38][C:39](=[O:50])[NH:40][C:41]1[CH:46]=[CH:45][C:44]([O:47][CH3:48])=[CH:43][C:42]=1[O:49][CH2:54][CH2:53][CH2:52][Br:51])([CH3:37])([CH3:35])[CH3:36]. Reactant: C1(P(C2C=CC=CC=2)C2C=CC=CC=2)C=CC=CC=1.CC(OC(/N=N/C(OC(C)C)=O)=O)C.[C:34]([O:38][C:39](=[O:50])[NH:40][C:41]1[CH:46]=[CH:45][C:44]([O:47][CH3:48])=[CH:43][C:42]=1[OH:49])([CH3:37])([CH3:36])[CH3:35].[Br:51][CH2:52][CH2:53][CH2:54]O. (2) Product: [CH3:20][O:19][C:4]1[CH:3]=[C:2]([C:21]#[N:22])[C:10]2[O:9][C:8]([C:11]3[CH:16]=[CH:15][C:14]([O:17][CH3:18])=[CH:13][CH:12]=3)=[N:7][C:6]=2[CH:5]=1. Reactant: Br[C:2]1[C:10]2[O:9][C:8]([C:11]3[CH:16]=[CH:15][C:14]([O:17][CH3:18])=[CH:13][CH:12]=3)=[N:7][C:6]=2[CH:5]=[C:4]([O:19][CH3:20])[CH:3]=1.[C:21]([Cu])#[N:22]. The catalyst class is: 39. (3) Reactant: C(Cl)(=O)C(Cl)=O.CS(C)=O.[C:11]([O:15][C:16]([N:18]1[CH2:23][CH2:22][N:21]([C:24]([O:26][C:27]([CH3:30])([CH3:29])[CH3:28])=[O:25])[CH2:20][C@@H:19]1[CH2:31][OH:32])=[O:17])([CH3:14])([CH3:13])[CH3:12].C(N(CC)CC)C.C([O-])(O)=O.[Na+]. Product: [C:11]([O:15][C:16]([N:18]1[CH2:23][CH2:22][N:21]([C:24]([O:26][C:27]([CH3:30])([CH3:29])[CH3:28])=[O:25])[CH2:20][CH:19]1[CH:31]=[O:32])=[O:17])([CH3:14])([CH3:13])[CH3:12]. The catalyst class is: 2. (4) Reactant: [C:1]([O:5][C:6]([NH:8][CH2:9][C:10]1[N:11]([CH2:32][CH:33]([CH3:35])[CH3:34])[C:12](=[O:31])[C:13]2[C:18]([C:19]=1[C:20]1[CH:25]=[CH:24][CH:23]=[CH:22][C:21]=1[F:26])=[CH:17][C:16]([C:27]([O:29]C)=[O:28])=[CH:15][CH:14]=2)=[O:7])([CH3:4])([CH3:3])[CH3:2].[OH-].[Na+].O.Cl. Product: [C:1]([O:5][C:6]([NH:8][CH2:9][C:10]1[N:11]([CH2:32][CH:33]([CH3:35])[CH3:34])[C:12](=[O:31])[C:13]2[C:18]([C:19]=1[C:20]1[CH:25]=[CH:24][CH:23]=[CH:22][C:21]=1[F:26])=[CH:17][C:16]([C:27]([OH:29])=[O:28])=[CH:15][CH:14]=2)=[O:7])([CH3:4])([CH3:3])[CH3:2]. The catalyst class is: 83. (5) The catalyst class is: 8. Reactant: [CH:1](=O)[C:2]1[CH:7]=[CH:6][CH:5]=[CH:4][CH:3]=1.[C:9]([OH:15])(=[O:14])[CH2:10]C(O)=O.C([O-])(=O)C.[NH4+:20]. Product: [C:2]1([CH:1]([CH2:10][C:9]([OH:15])=[O:14])[NH2:20])[CH:7]=[CH:6][CH:5]=[CH:4][CH:3]=1. (6) Reactant: [NH:1](C(OC(C)(C)C)=O)[C@H:2]([C:8]([O:10]C(C)(C)C)=[O:9])[CH2:3][CH2:4][CH2:5][CH2:6][NH2:7].F[P-](F)(F)(F)(F)F.N1(O[P+](N(C)C)(N(C)C)N(C)C)[C:33]2C=CC=C[C:32]=2N=N1.C[N:50]1[CH2:55][CH2:54][O:53][CH2:52][CH2:51]1.C(O)(C(F)(F)F)=O. Product: [NH2:1][C@H:2]([C:8]([OH:10])=[O:9])[CH2:3][CH2:4][CH2:5][CH2:6][NH:7][C:52](=[O:53])[C@@H:51]1[N:50]=[CH:55][CH2:54][C@H:32]1[CH3:33]. The catalyst class is: 2. (7) Reactant: Cl[C:2]1[O:3][C:4]([CH2:14][CH2:15][CH2:16][O:17][C:18]2[CH:23]=[CH:22][CH:21]=[CH:20][C:19]=2[O:24][CH3:25])=[C:5]([C:7]2[CH:12]=[CH:11][C:10]([Cl:13])=[CH:9][CH:8]=2)[N:6]=1.[NH:26]1[CH:30]=[CH:29][N:28]=[C:27]1[C:31]([O:33][CH2:34][CH3:35])=[O:32].C(=O)([O-])[O-].[K+].[K+].CN(C)C=O. Product: [Cl:13][C:10]1[CH:11]=[CH:12][C:7]([C:5]2[N:6]=[C:2]([N:26]3[CH:30]=[CH:29][N:28]=[C:27]3[C:31]([O:33][CH2:34][CH3:35])=[O:32])[O:3][C:4]=2[CH2:14][CH2:15][CH2:16][O:17][C:18]2[CH:23]=[CH:22][CH:21]=[CH:20][C:19]=2[O:24][CH3:25])=[CH:8][CH:9]=1. The catalyst class is: 6. (8) Reactant: [CH2:1]([O:8][NH:9][C:10](=[O:38])[C@H:11]([N:14]([CH2:28][C:29]1[CH:34]=[CH:33][C:32]2[O:35][CH2:36][O:37][C:31]=2[CH:30]=1)[S:15]([C:18]1[C:23]([CH3:24])=[CH:22][C:21]([O:25][CH3:26])=[CH:20][C:19]=1[CH3:27])(=[O:17])=[O:16])[CH2:12][OH:13])[C:2]1[CH:7]=[CH:6][CH:5]=[CH:4][CH:3]=1.[C:39](OC(=O)C)(=[O:41])[CH3:40]. Product: [CH2:1]([O:8][NH:9][C:10](=[O:38])[C@H:11]([N:14]([CH2:28][C:29]1[CH:34]=[CH:33][C:32]2[O:35][CH2:36][O:37][C:31]=2[CH:30]=1)[S:15]([C:18]1[C:23]([CH3:24])=[CH:22][C:21]([O:25][CH3:26])=[CH:20][C:19]=1[CH3:27])(=[O:17])=[O:16])[CH2:12][O:13][C:39](=[O:41])[CH3:40])[C:2]1[CH:7]=[CH:6][CH:5]=[CH:4][CH:3]=1. The catalyst class is: 17. (9) Reactant: [Br:1][C:2]1[CH:7]=[CH:6][C:5]([Cl:8])=[CH:4][C:3]=1[N+:9]([O-])=O.[CH:12]([Mg]Br)=[CH2:13]. Product: [Br:1][C:2]1[CH:7]=[CH:6][C:5]([Cl:8])=[C:4]2[C:3]=1[NH:9][CH:13]=[CH:12]2. The catalyst class is: 1.